Dataset: Forward reaction prediction with 1.9M reactions from USPTO patents (1976-2016). Task: Predict the product of the given reaction. (1) Given the reactants [C:1]1([C@@H:7]([NH:10][CH:11]2[CH2:15][CH2:14][CH2:13][CH2:12]2)[CH:8]=[CH2:9])[CH:6]=[CH:5][CH:4]=[CH:3][CH:2]=1.C(NC(C)C)(C)C.[C:23](Cl)(=O)[C:24]1[CH:29]=[CH:28][CH:27]=[CH:26][CH:25]=1, predict the reaction product. The product is: [CH2:23]([N:10]([C@H:7]([C:1]1[CH:6]=[CH:5][CH:4]=[CH:3][CH:2]=1)[CH:8]=[CH2:9])[CH:11]1[CH2:15][CH2:14][CH2:13][CH2:12]1)[C:24]1[CH:29]=[CH:28][CH:27]=[CH:26][CH:25]=1. (2) Given the reactants [Br:1][C:2]1[CH:3]=[CH:4][C:5]2[O:11][CH2:10][CH2:9][N:8]=[C:7]([CH3:12])[C:6]=2[CH:13]=1.C([O-])(=O)C.[Na+], predict the reaction product. The product is: [Br:1][C:2]1[CH:3]=[CH:4][C:5]2[O:11][CH2:10][CH2:9][NH:8][CH:7]([CH3:12])[C:6]=2[CH:13]=1. (3) Given the reactants CO[C:3]([C:5]1[C:13]([NH:14][C:15]2[CH:20]=[CH:19][C:18]([Br:21])=[CH:17][C:16]=2[Cl:22])=[C:12]([Cl:23])[C:8]2[N:9]=CNC=2[CH:6]=1)=[O:4].[CH3:24][O:25]C(C1C(NC2C=CC(Br)=CC=2)=C(Cl)C2N=CNC=2C=1)=O.C1C(=O)[N:50](Cl)C(=O)C1.Cl.[C:55](=[O:58])(O)[O-].[Na+].OS([O-])=O.[Na+].[CH3:65][N:66]([CH:68]=O)[CH3:67], predict the reaction product. The product is: [OH:25][CH2:24][CH2:55][O:58][NH:50][C:3]([C:5]1[C:13]([NH:14][C:15]2[CH:20]=[CH:19][C:18]([Br:21])=[CH:17][C:16]=2[Cl:22])=[C:12]([Cl:23])[C:8]2[N:9]=[CH:68][N:66]([CH3:65])[C:67]=2[CH:6]=1)=[O:4]. (4) Given the reactants [CH3:1][O:2][C:3](=[O:13])[CH2:4][C:5]1[CH:10]=[CH:9][C:8]([O:11][CH3:12])=[CH:7][CH:6]=1.Br[CH:15]([C:25]1[CH:30]=[CH:29][CH:28]=[CH:27][CH:26]=1)[C:16]1[CH:21]=[C:20]([CH3:22])[CH:19]=[C:18]([O:23][CH3:24])[CH:17]=1.Cl.ClCCl, predict the reaction product. The product is: [CH3:1][O:2][C:3](=[O:13])[CH:4]([C:5]1[CH:10]=[CH:9][C:8]([O:11][CH3:12])=[CH:7][CH:6]=1)[CH:15]([C:16]1[CH:21]=[C:20]([CH3:22])[CH:19]=[C:18]([O:23][CH3:24])[CH:17]=1)[C:25]1[CH:26]=[CH:27][CH:28]=[CH:29][CH:30]=1.